From a dataset of Catalyst prediction with 721,799 reactions and 888 catalyst types from USPTO. Predict which catalyst facilitates the given reaction. (1) Reactant: [H-].[H-].[H-].[H-].[Li+].[Al+3].OS(O)(=O)=O.[ClH:12].[CH3:13][N:14]1[CH2:19][CH2:18][C:17]([C:22]2[CH:27]=[CH:26][CH:25]=[CH:24][CH:23]=2)([C:20]#[N:21])[CH2:16][CH2:15]1. Product: [ClH:12].[ClH:12].[CH3:13][N:14]1[CH2:19][CH2:18][C:17]([CH2:20][NH2:21])([C:22]2[CH:27]=[CH:26][CH:25]=[CH:24][CH:23]=2)[CH2:16][CH2:15]1. The catalyst class is: 1. (2) Reactant: C[C:2]1[N:11]=[CH:10][CH:9]=[CH:8][C:3]=1[C:4]([O:6][CH3:7])=[O:5].[H][H].CO.[C:16](O)(=O)C. Product: [CH3:16][CH:10]1[NH:11][CH2:2][CH:3]([C:4]([O:6][CH3:7])=[O:5])[CH2:8][CH2:9]1. The catalyst class is: 45. (3) Reactant: Cl.C(OC([NH:9][C@@:10]1([C:34]([OH:36])=[O:35])[C@H:15]([O:16][CH2:17][C:18]2[CH:23]=[CH:22][C:21]([Cl:24])=[C:20]([Cl:25])[CH:19]=2)[C@@H:14]([NH:26][C:27](=[O:30])[CH2:28][OH:29])[C@@H:13]2[C@H:11]1[C@H:12]2[C:31]([OH:33])=[O:32])=O)(C)(C)C. Product: [ClH:24].[NH2:9][C@@:10]1([C:34]([OH:36])=[O:35])[C@H:15]([O:16][CH2:17][C:18]2[CH:23]=[CH:22][C:21]([Cl:24])=[C:20]([Cl:25])[CH:19]=2)[C@@H:14]([NH:26][C:27](=[O:30])[CH2:28][OH:29])[C@@H:13]2[C@H:11]1[C@H:12]2[C:31]([OH:33])=[O:32]. The catalyst class is: 38. (4) Reactant: C[O:2][C:3](=[O:14])[CH2:4][C:5]1[CH:10]=[C:9]([Br:11])[C:8]([F:12])=[CH:7][C:6]=1[CH3:13].[OH-].[Na+]. Product: [Br:11][C:9]1[C:8]([F:12])=[CH:7][C:6]([CH3:13])=[C:5]([CH2:4][C:3]([OH:14])=[O:2])[CH:10]=1. The catalyst class is: 5. (5) Reactant: [CH:1]1([CH2:4][O:5][C:6]2[CH:7]=[C:8]([CH:29]=[CH:30][C:31]=2[O:32][CH2:33][CH:34]2[CH2:36][CH2:35]2)[C:9]([NH:11][CH:12]2[CH2:17][C:16](=[O:18])[CH2:15][CH2:14][CH:13]2[C:19]2[CH:24]=[CH:23][C:22]([O:25][CH3:26])=[C:21]([O:27][CH3:28])[CH:20]=2)=[O:10])[CH2:3][CH2:2]1.CO.[BH4-].[Na+]. Product: [CH:1]1([CH2:4][O:5][C:6]2[CH:7]=[C:8]([CH:29]=[CH:30][C:31]=2[O:32][CH2:33][CH:34]2[CH2:35][CH2:36]2)[C:9]([NH:11][CH:12]2[CH2:17][CH:16]([OH:18])[CH2:15][CH2:14][CH:13]2[C:19]2[CH:24]=[CH:23][C:22]([O:25][CH3:26])=[C:21]([O:27][CH3:28])[CH:20]=2)=[O:10])[CH2:2][CH2:3]1. The catalyst class is: 57. (6) Reactant: C(OC([N:8]1[CH2:12][C@@H:11]([CH2:13][NH:14][C:15]2[CH:20]=[CH:19][C:18]([Cl:21])=[CH:17][CH:16]=2)[C@H:10]([CH2:22][C:23]2[CH:28]=[CH:27][CH:26]=[CH:25][CH:24]=2)[CH2:9]1)=O)(C)(C)C.Br[CH2:30][C:31]1[CH:36]=[CH:35][C:34]([O:37][CH3:38])=[C:33]([O:39][CH2:40][CH2:41][CH2:42][O:43][CH3:44])[CH:32]=1.C(N(CC)CC)C. Product: [CH2:22]([C@@H:10]1[CH2:9][NH:8][CH2:12][C@H:11]1[CH2:13][N:14]([C:15]1[CH:20]=[CH:19][C:18]([Cl:21])=[CH:17][CH:16]=1)[CH2:30][C:31]1[CH:36]=[CH:35][C:34]([O:37][CH3:38])=[C:33]([O:39][CH2:40][CH2:41][CH2:42][O:43][CH3:44])[CH:32]=1)[C:23]1[CH:24]=[CH:25][CH:26]=[CH:27][CH:28]=1. The catalyst class is: 3. (7) Reactant: [CH3:1][C:2]1[N:3]=[C:4]([CH2:32][CH2:33][CH3:34])[N:5]2[C:10]=1[C:9](=[O:11])[NH:8][C:7]([C:12]1[CH:17]=[C:16]([S:18]([N:21]3[CH2:26][CH2:25][N:24]([CH3:27])[CH2:23][CH2:22]3)(=[O:20])=[O:19])[CH:15]=[CH:14][C:13]=1[O:28][CH2:29][CH2:30][CH3:31])=[N:6]2.[Cl:35]CCl.Cl. Product: [ClH:35].[CH3:1][C:2]1[N:3]=[C:4]([CH2:32][CH2:33][CH3:34])[N:5]2[C:10]=1[C:9](=[O:11])[NH:8][C:7]([C:12]1[CH:17]=[C:16]([S:18]([N:21]3[CH2:22][CH2:23][N:24]([CH3:27])[CH2:25][CH2:26]3)(=[O:20])=[O:19])[CH:15]=[CH:14][C:13]=1[O:28][CH2:29][CH2:30][CH3:31])=[N:6]2. The catalyst class is: 28.